This data is from NCI-60 drug combinations with 297,098 pairs across 59 cell lines. The task is: Regression. Given two drug SMILES strings and cell line genomic features, predict the synergy score measuring deviation from expected non-interaction effect. Drug 1: C1=CC=C(C(=C1)C(C2=CC=C(C=C2)Cl)C(Cl)Cl)Cl. Drug 2: CCCCCOC(=O)NC1=NC(=O)N(C=C1F)C2C(C(C(O2)C)O)O. Cell line: SNB-19. Synergy scores: CSS=1.16, Synergy_ZIP=1.12, Synergy_Bliss=-0.504, Synergy_Loewe=-3.41, Synergy_HSA=-4.36.